Dataset: Catalyst prediction with 721,799 reactions and 888 catalyst types from USPTO. Task: Predict which catalyst facilitates the given reaction. Reactant: CN1C=C(C2NC3=NC=CC(C4C=CC(C5(NC(C6OC(C(C)(C)C)=NN=6)=O)CC5)=CC=4)=C3N=2)C=N1.Br[C:38]1[CH:43]=[CH:42][N:41]=[C:40]2[NH:44][C:45]([C:47]3[CH:48]=[N:49][N:50]([CH3:52])[CH:51]=3)=[N:46][C:39]=12.[C:53]([C:57]1[CH:58]=[C:59]2[C:64](=[CH:65][CH:66]=1)[C:63](=[O:67])[N:62]([CH2:68][C:69]1[CH:74]=[CH:73][C:72](B3OC(C)(C)C(C)(C)O3)=[CH:71][C:70]=1[F:84])[CH2:61][CH2:60]2)([CH3:56])([CH3:55])[CH3:54].P([O-])([O-])([O-])=O.[K+].[K+].[K+].C([O-])(=O)C.[Na+]. Product: [C:53]([C:57]1[CH:58]=[C:59]2[C:64](=[CH:65][CH:66]=1)[C:63](=[O:67])[N:62]([CH2:68][C:69]1[CH:74]=[CH:73][C:72]([C:38]3[CH:43]=[CH:42][N:41]=[C:40]4[NH:44][C:45]([C:47]5[CH:48]=[N:49][N:50]([CH3:52])[CH:51]=5)=[N:46][C:39]=34)=[CH:71][C:70]=1[F:84])[CH2:61][CH2:60]2)([CH3:56])([CH3:54])[CH3:55]. The catalyst class is: 10.